Predict the reaction yield, written as a fraction of the theoretical maximum amount of product (1.0 means a 100% yield; for example, 0.34 means a 34% yield). From a dataset of Reaction yield outcomes from USPTO patents with 853,638 reactions. The reactants are FC(F)(F)S(O[C:7]1[CH:8]=[CH:9][C:10]2[O:14][C:13]([C:15]3[CH:20]=[CH:19][C:18]([F:21])=[CH:17][CH:16]=3)=[C:12]([C:22](=[O:25])[NH:23][CH3:24])[C:11]=2[CH:26]=1)(=O)=O.B([C:32]1[CH:33]=[C:34]([CH:38]=[CH:39][C:40]=1[O:41][CH3:42])[C:35]([OH:37])=[O:36])(O)O.C(=O)([O-])[O-].[Cs+].[Cs+].O1CCOCC1. The catalyst is O. The product is [F:21][C:18]1[CH:19]=[CH:20][C:15]([C:13]2[O:14][C:10]3[CH:9]=[CH:8][C:7]([C:32]4[CH:33]=[C:34]([CH:38]=[CH:39][C:40]=4[O:41][CH3:42])[C:35]([OH:37])=[O:36])=[CH:26][C:11]=3[C:12]=2[C:22](=[O:25])[NH:23][CH3:24])=[CH:16][CH:17]=1. The yield is 1.00.